This data is from Full USPTO retrosynthesis dataset with 1.9M reactions from patents (1976-2016). The task is: Predict the reactants needed to synthesize the given product. Given the product [CH3:24][C:21]1[CH:22]=[CH:23][C:18]([O:17][C:11]2[C:10]3[C:15](=[CH:16][C:7]([O:6][CH2:5][CH2:4][CH2:3][CH2:2][N:43]4[CH2:44][CH2:45][CH:40]([N:35]5[CH2:39][CH2:38][CH2:37][CH2:36]5)[CH2:41][CH2:42]4)=[C:8]([O:33][CH3:34])[CH:9]=3)[N:14]=[CH:13][CH:12]=2)=[C:19]([C:25]([C:27]2[CH:32]=[CH:31][CH:30]=[CH:29][CH:28]=2)=[O:26])[CH:20]=1, predict the reactants needed to synthesize it. The reactants are: Cl[CH2:2][CH2:3][CH2:4][CH2:5][O:6][C:7]1[CH:16]=[C:15]2[C:10]([C:11]([O:17][C:18]3[CH:23]=[CH:22][C:21]([CH3:24])=[CH:20][C:19]=3[C:25]([C:27]3[CH:32]=[CH:31][CH:30]=[CH:29][CH:28]=3)=[O:26])=[CH:12][CH:13]=[N:14]2)=[CH:9][C:8]=1[O:33][CH3:34].[N:35]1([CH:40]2[CH2:45][CH2:44][NH:43][CH2:42][CH2:41]2)[CH2:39][CH2:38][CH2:37][CH2:36]1.C(=O)([O-])[O-].[K+].[K+].O.